Dataset: Catalyst prediction with 721,799 reactions and 888 catalyst types from USPTO. Task: Predict which catalyst facilitates the given reaction. (1) Reactant: [CH:1]([O:4][C:5]1[CH:9]=[C:8]([CH2:10][CH2:11][C:12]([O:14][CH2:15][CH3:16])=[O:13])[NH:7][N:6]=1)([CH3:3])[CH3:2].[H-].[Na+].[Cl:19][C:20]1[CH:27]=[CH:26][CH:25]=[C:24]([F:28])[C:21]=1[CH2:22]Cl.Cl. Product: [Cl:19][C:20]1[CH:27]=[CH:26][CH:25]=[C:24]([F:28])[C:21]=1[CH2:22][N:7]1[C:8]([CH2:10][CH2:11][C:12]([O:14][CH2:15][CH3:16])=[O:13])=[CH:9][C:5]([O:4][CH:1]([CH3:3])[CH3:2])=[N:6]1. The catalyst class is: 9. (2) Reactant: C[O-].[Na+].[CH3:4][O:5][C:6]1[CH:7]=[C:8]2[C:12](=[CH:13][CH:14]=1)[NH:11][CH:10]=[C:9]2[CH2:15][C:16]#[N:17].[CH3:18][N:19]1[CH:23]=[C:22](C=O)[CH:21]=[N:20]1.[CH2:26](OCC)C. Product: [CH3:4][O:5][C:6]1[CH:7]=[C:8]2[C:12](=[CH:13][CH:14]=1)[NH:11][CH:10]=[C:9]2/[C:15](=[CH:26]/[C:21]1[CH:22]=[CH:23][N:19]([CH3:18])[N:20]=1)/[C:16]#[N:17]. The catalyst class is: 40. (3) The catalyst class is: 13. Product: [NH2:6][C:7]1[O:8][C:9]2[CH:15]=[C:14]([S:2]([Cl:1])(=[O:5])=[O:3])[CH:13]=[CH:12][C:10]=2[N:11]=1. Reactant: [Cl:1][S:2]([OH:5])(=O)=[O:3].[NH2:6][C:7]1[O:8][C:9]2[CH:15]=[CH:14][CH:13]=[CH:12][C:10]=2[N:11]=1.S(Cl)(Cl)=O.C(=O)([O-])[O-].[Na+].[Na+]. (4) Reactant: [C:1]([O:5][C:6]([NH:8][C@:9]([CH3:32])([CH2:12][CH2:13][C:14]1[N:15]([CH3:31])[C:16]([C:19](=[O:30])[CH2:20][CH2:21][CH2:22][CH2:23][C:24]2[CH:29]=[CH:28][CH:27]=[CH:26][CH:25]=2)=[CH:17][CH:18]=1)[CH2:10][OH:11])=[O:7])([CH3:4])([CH3:3])[CH3:2].N1C=NN=N1.C(N(C(C)C)[P:42]([O:47][CH2:48][CH:49]=[CH2:50])[O:43][CH2:44][CH:45]=[CH2:46])(C)C.C([O:58]O)(C)(C)C.CCCCCCCCCC.S([O-])([O-])=O.[Na+].[Na+]. Product: [P:42]([O:43][CH2:44][CH:45]=[CH2:46])([O:47][CH2:48][CH:49]=[CH2:50])([O:11][CH2:10][C@@:9]([NH:8][C:6]([O:5][C:1]([CH3:4])([CH3:3])[CH3:2])=[O:7])([CH3:32])[CH2:12][CH2:13][C:14]1[N:15]([CH3:31])[C:16]([C:19](=[O:30])[CH2:20][CH2:21][CH2:22][CH2:23][C:24]2[CH:25]=[CH:26][CH:27]=[CH:28][CH:29]=2)=[CH:17][CH:18]=1)=[O:58]. The catalyst class is: 4. (5) Reactant: [CH:1]1[C:13]2[CH:12]([CH2:14][O:15][C:16]([NH:18][C:19]([CH3:25])([CH2:23][OH:24])[C:20]([OH:22])=[O:21])=[O:17])[C:11]3[C:6](=[CH:7][CH:8]=[CH:9][CH:10]=3)[C:5]=2[CH:4]=[CH:3][CH:2]=1.[C:26]([O-])([O-])=O.[K+].[K+].CI. Product: [CH:10]1[C:11]2[CH:12]([CH2:14][O:15][C:16]([NH:18][C:19]([CH3:25])([CH2:23][OH:24])[C:20]([O:22][CH3:26])=[O:21])=[O:17])[C:13]3[C:5](=[CH:4][CH:3]=[CH:2][CH:1]=3)[C:6]=2[CH:7]=[CH:8][CH:9]=1. The catalyst class is: 3. (6) Reactant: ClC1C=CC=C(C(OO)=[O:9])C=1.[CH2:12]([O:19][C:20]([N:22]1[CH2:28][CH:27]=[CH:26][CH2:25][CH2:24][CH:23]1[CH3:29])=[O:21])[C:13]1[CH:18]=[CH:17][CH:16]=[CH:15][CH:14]=1. Product: [CH2:12]([O:19][C:20]([N:22]1[C@H:23]([CH3:29])[CH2:24][CH2:25][C@H:26]2[C@@H:27]([O:9]2)[CH2:28]1)=[O:21])[C:13]1[CH:14]=[CH:15][CH:16]=[CH:17][CH:18]=1. The catalyst class is: 2. (7) Reactant: C([Li])CCC.C1(N[C:13]([C:15]2[CH:20]=[CH:19][N:18]=[CH:17][CH:16]=2)=[O:14])C=CC=CC=1.[CH2:21]([N:28]1[CH2:33][CH2:32][C:31](=[O:34])[CH2:30][CH2:29]1)[C:22]1[CH:27]=[CH:26][CH:25]=[CH:24][CH:23]=1.[OH-].[Na+]. Product: [CH2:21]([N:28]1[CH2:33][CH2:32][C:31]2([C:20]3[CH:19]=[N:18][CH:17]=[CH:16][C:15]=3[C:13](=[O:14])[O:34]2)[CH2:30][CH2:29]1)[C:22]1[CH:23]=[CH:24][CH:25]=[CH:26][CH:27]=1. The catalyst class is: 134. (8) The catalyst class is: 144. Reactant: N[C:2]1[S:3][C:4]2[C:9]([NH:10][C@H:11]([CH2:14][CH2:15][CH3:16])[CH2:12][OH:13])=[N:8][C:7]([S:17][CH2:18][C:19]3[CH:24]=[CH:23][CH:22]=[CH:21][CH:20]=3)=[N:6][C:5]=2[N:25]=1.N([O-])=O.[Na+].[ClH:30]. Product: [CH2:18]([S:17][C:7]1[N:8]=[C:9]([NH:10][C@H:11]([CH2:14][CH2:15][CH3:16])[CH2:12][OH:13])[C:4]2[S:3][C:2]([Cl:30])=[N:25][C:5]=2[N:6]=1)[C:19]1[CH:24]=[CH:23][CH:22]=[CH:21][CH:20]=1.